This data is from Forward reaction prediction with 1.9M reactions from USPTO patents (1976-2016). The task is: Predict the product of the given reaction. (1) Given the reactants [Cl:1][C:2]1[N:7]=[C:6]([CH:8]=O)[CH:5]=[CH:4][C:3]=1[OH:10].[NH:11]1[CH2:16][CH2:15][O:14][CH2:13][CH2:12]1, predict the reaction product. The product is: [Cl:1][C:2]1[C:3]([OH:10])=[CH:4][CH:5]=[C:6]([CH2:8][N:11]2[CH2:16][CH2:15][O:14][CH2:13][CH2:12]2)[N:7]=1. (2) Given the reactants C[O:2][C:3](=O)[C:4]1[CH:9]=[CH:8][CH:7]=[C:6]([C:10]2([NH:13][C:14]([C:16]3[C:17]4[CH:24]=[N:23][N:22]([C:25]5[CH:30]=[CH:29][C:28]([F:31])=[CH:27][CH:26]=5)[C:18]=4[CH:19]=[N:20][CH:21]=3)=[O:15])[CH2:12][CH2:11]2)[CH:5]=1.[NH3:33].CO, predict the reaction product. The product is: [C:3]([C:4]1[CH:5]=[C:6]([C:10]2([NH:13][C:14]([C:16]3[C:17]4[CH:24]=[N:23][N:22]([C:25]5[CH:30]=[CH:29][C:28]([F:31])=[CH:27][CH:26]=5)[C:18]=4[CH:19]=[N:20][CH:21]=3)=[O:15])[CH2:12][CH2:11]2)[CH:7]=[CH:8][CH:9]=1)(=[O:2])[NH2:33]. (3) The product is: [S:12]1[CH2:13][CH:11]=[CH:10][CH:9]1[CH2:8][CH2:7][CH2:6][CH2:5][C:4]([O:3][CH2:1][CH3:2])=[O:14]. Given the reactants [CH2:1]([O:3][C:4](=[O:14])[CH2:5][CH2:6][CH2:7][CH2:8]/[CH:9]=[CH:10]/[CH:11]1[CH2:13][S:12]1)[CH3:2].S1CC1, predict the reaction product. (4) Given the reactants C([O:5][C:6](=[O:21])[CH2:7][S:8][C:9]1[S:10][CH:11]=[C:12]([C:14]2[CH:19]=[CH:18][C:17]([Cl:20])=[CH:16][CH:15]=2)[N:13]=1)(C)(C)C.[C:22]([OH:28])([C:24]([F:27])([F:26])[F:25])=[O:23], predict the reaction product. The product is: [F:25][C:24]([F:27])([F:26])[C:22]([OH:28])=[O:23].[Cl:20][C:17]1[CH:18]=[CH:19][C:14]([C:12]2[N:13]=[C:9]([S:8][CH2:7][C:6]([OH:21])=[O:5])[S:10][CH:11]=2)=[CH:15][CH:16]=1. (5) Given the reactants [F:1][C:2]1[N:10]=[C:9]2[C:5]([N:6]=[C:7]([CH2:11][C:12]3[C:20]([I:21])=[CH:19][C:15]4[O:16][CH2:17][O:18][C:14]=4[CH:13]=3)[NH:8]2)=[C:4]([NH2:22])[N:3]=1.C1C=CC(COC(/N=N/C(OCC2C=CC=CC=2)=O)=O)=CC=1.C1(P(C2C=CC=CC=2)C2C=CC=CC=2)C=CC=CC=1.[CH:64]([N:67]([CH2:71][CH2:72][CH2:73][CH2:74][O:75][C:76]([C:89]1[CH:94]=[CH:93][CH:92]=[CH:91][CH:90]=1)([C:83]1[CH:88]=[CH:87][CH:86]=[CH:85][CH:84]=1)[C:77]1[CH:82]=[CH:81][CH:80]=[CH:79][CH:78]=1)[CH2:68][CH2:69]O)([CH3:66])[CH3:65], predict the reaction product. The product is: [F:1][C:2]1[N:10]=[C:9]2[C:5]([N:6]=[C:7]([CH2:11][C:12]3[C:20]([I:21])=[CH:19][C:15]4[O:16][CH2:17][O:18][C:14]=4[CH:13]=3)[N:8]2[CH2:69][CH2:68][N:67]([CH:64]([CH3:65])[CH3:66])[CH2:71][CH2:72][CH2:73][CH2:74][O:75][C:76]([C:89]2[CH:94]=[CH:93][CH:92]=[CH:91][CH:90]=2)([C:83]2[CH:84]=[CH:85][CH:86]=[CH:87][CH:88]=2)[C:77]2[CH:78]=[CH:79][CH:80]=[CH:81][CH:82]=2)=[C:4]([NH2:22])[N:3]=1. (6) Given the reactants C([O:3][CH:4](OCC)[C:5]1[N:6]([CH2:14]C)[C:7]2[C:8]([N:13]=1)=[N:9][CH:10]=[CH:11][CH:12]=2)C.[ClH:19], predict the reaction product. The product is: [OH2:3].[ClH:19].[CH3:14][N:6]1[C:7]2[C:8](=[N:9][CH:10]=[CH:11][CH:12]=2)[N:13]=[C:5]1[CH:4]=[O:3]. (7) Given the reactants [Cl:1][C:2]1[C:7]([O:8][CH2:9][C:10]([O:12]C(C)(C)C)=[O:11])=[CH:6][CH:5]=[C:4](I)[N:3]=1.[CH:18]1([S:21]([NH2:24])(=[O:23])=[O:22])[CH2:20][CH2:19]1, predict the reaction product. The product is: [Cl:1][C:2]1[C:7]([O:8][CH2:9][C:10]([OH:12])=[O:11])=[CH:6][CH:5]=[C:4]([NH:24][S:21]([CH:18]2[CH2:20][CH2:19]2)(=[O:23])=[O:22])[N:3]=1. (8) Given the reactants [F:1][CH:2]([F:39])[C:3]1[CH:7]=[C:6]([CH:8]([F:10])[F:9])[N:5]([CH2:11][C:12]([N:14]2[CH2:19][CH2:18][CH:17]([C:20]3[S:21][CH:22]=[C:23]([C:25]4[CH2:29][CH:28]([C:30]5[CH:38]=[CH:37][CH:36]=[CH:35][C:31]=5[C:32]([OH:34])=O)[O:27][N:26]=4)[N:24]=3)[CH2:16][CH2:15]2)=[O:13])[N:4]=1.[CH:40]1([NH2:43])[CH2:42][CH2:41]1.C(N=C=NCCCN(C)C)C.O, predict the reaction product. The product is: [F:39][CH:2]([F:1])[C:3]1[CH:7]=[C:6]([CH:8]([F:9])[F:10])[N:5]([CH2:11][C:12]([N:14]2[CH2:15][CH2:16][CH:17]([C:20]3[S:21][CH:22]=[C:23]([C:25]4[CH2:29][CH:28]([C:30]5[CH:38]=[CH:37][CH:36]=[CH:35][C:31]=5[C:32]([NH:43][CH:40]5[CH2:42][CH2:41]5)=[O:34])[O:27][N:26]=4)[N:24]=3)[CH2:18][CH2:19]2)=[O:13])[N:4]=1.